From a dataset of Full USPTO retrosynthesis dataset with 1.9M reactions from patents (1976-2016). Predict the reactants needed to synthesize the given product. (1) Given the product [Br:1][C:2]1[C:3]([N:24]2[CH2:29][CH2:28][CH2:27][C@@H:26]([NH:30][C:31](=[O:37])[O:32][C:33]([CH3:35])([CH3:34])[CH3:36])[CH2:25]2)=[C:4]2[C:10]([NH:11][C:12](=[O:22])[C:13]3[CH:18]=[CH:17][C:16]([O:19][CH3:20])=[C:15]([F:21])[CH:14]=3)=[CH:9][NH:8][C:5]2=[N:6][CH:7]=1, predict the reactants needed to synthesize it. The reactants are: [Br:1][C:2]1[C:3](F)=[C:4]2[C:10]([NH:11][C:12](=[O:22])[C:13]3[CH:18]=[CH:17][C:16]([O:19][CH3:20])=[C:15]([F:21])[CH:14]=3)=[CH:9][NH:8][C:5]2=[N:6][CH:7]=1.[NH:24]1[CH2:29][CH2:28][CH2:27][C@@H:26]([NH:30][C:31](=[O:37])[O:32][C:33]([CH3:36])([CH3:35])[CH3:34])[CH2:25]1. (2) Given the product [CH3:1][C:2]1[CH:22]=[CH:21][CH:20]=[C:19]([CH3:23])[C:3]=1[CH2:4][O:5][C:6]1[C:7]([CH3:18])=[C:8]([CH2:9][C:10]#[N:11])[CH:15]=[CH:16][CH:17]=1, predict the reactants needed to synthesize it. The reactants are: [CH3:1][C:2]1[CH:22]=[CH:21][CH:20]=[C:19]([CH3:23])[C:3]=1[CH2:4][O:5][C:6]1[C:7]([CH3:18])=[C:8]([CH:15]=[CH:16][CH:17]=1)[CH2:9][C:10]1NN=N[N:11]=1.[C-]#N.[Na+]. (3) Given the product [CH2:1]([N:8]([CH2:9][CH2:10][C:11]1[C:19]2[C:14](=[CH:15][CH:16]=[C:17]([F:20])[CH:18]=2)[NH:13][CH:12]=1)[CH2:22][C:23]([NH2:25])=[O:24])[C:2]1[CH:3]=[CH:4][CH:5]=[CH:6][CH:7]=1, predict the reactants needed to synthesize it. The reactants are: [CH2:1]([NH:8][CH2:9][CH2:10][C:11]1[C:19]2[C:14](=[CH:15][CH:16]=[C:17]([F:20])[CH:18]=2)[NH:13][CH:12]=1)[C:2]1[CH:7]=[CH:6][CH:5]=[CH:4][CH:3]=1.Br[CH2:22][C:23]([NH2:25])=[O:24]. (4) Given the product [ClH:41].[ClH:41].[OH:6][CH:5]([CH2:4][OH:3])[CH2:7][O:8][C:9]1[CH:14]=[CH:13][N:12]2[C:15]([C:18]([NH:20][C:21]3[CH:29]=[CH:28][CH:27]=[C:26]4[C:22]=3[C:23]([CH2:38][CH3:39])=[N:24][N:25]4[CH2:30][C:31]3[CH:36]=[CH:35][CH:34]=[C:33]([CH3:37])[N:32]=3)=[O:19])=[CH:16][N:17]=[C:11]2[CH:10]=1, predict the reactants needed to synthesize it. The reactants are: CC1(C)[O:6][CH:5]([CH2:7][O:8][C:9]2[CH:14]=[CH:13][N:12]3[C:15]([C:18]([NH:20][C:21]4[CH:29]=[CH:28][CH:27]=[C:26]5[C:22]=4[C:23]([CH2:38][CH3:39])=[N:24][N:25]5[CH2:30][C:31]4[CH:36]=[CH:35][CH:34]=[C:33]([CH3:37])[N:32]=4)=[O:19])=[CH:16][N:17]=[C:11]3[CH:10]=2)[CH2:4][O:3]1.[ClH:41]. (5) Given the product [F:16][C:17]1[C:18]([N:27]2[CH2:32][CH2:31][N:30]([C:10]([C:9]3[CH:13]=[C:5]([S:2]([CH3:1])(=[O:3])=[O:4])[CH:6]=[CH:7][C:8]=3[S:14][CH3:15])=[O:12])[CH2:29][CH2:28]2)=[N:19][CH:20]=[C:21]([C:23]([F:24])([F:25])[F:26])[CH:22]=1, predict the reactants needed to synthesize it. The reactants are: [CH3:1][S:2]([C:5]1[CH:6]=[CH:7][C:8]([S:14][CH3:15])=[C:9]([CH:13]=1)[C:10]([OH:12])=O)(=[O:4])=[O:3].[F:16][C:17]1[C:18]([N:27]2[CH2:32][CH2:31][NH:30][CH2:29][CH2:28]2)=[N:19][CH:20]=[C:21]([C:23]([F:26])([F:25])[F:24])[CH:22]=1. (6) The reactants are: [F:1][C:2]([F:12])([F:11])[O:3][C:4]1[CH:9]=[CH:8][CH:7]=[CH:6][C:5]=1[OH:10].C(N(CC)CC)C.[Mg+2].[Cl-].[Cl-].[CH2:23]=[O:24].O=P12OP3(OP(OP(O3)(O1)=O)(=O)O2)=O. Given the product [OH:10][C:5]1[C:4]([O:3][C:2]([F:11])([F:12])[F:1])=[CH:9][CH:8]=[CH:7][C:6]=1[CH:23]=[O:24], predict the reactants needed to synthesize it.